Dataset: Forward reaction prediction with 1.9M reactions from USPTO patents (1976-2016). Task: Predict the product of the given reaction. (1) Given the reactants [Cl:1][C:2]1[CH:3]=[C:4]([C@H:9]2[C@H:13]([NH:14][CH:15]([CH3:17])[CH3:16])[CH2:12][N:11]([C:18]([CH:20]3[CH2:25][CH2:24][N:23]([C:26]([C:28]4([CH3:31])[CH2:30][CH2:29]4)=[O:27])[CH2:22][CH2:21]3)=[O:19])[CH2:10]2)[CH:5]=[CH:6][C:7]=1[Cl:8].Cl[C:33]([O:35][C:36]1[CH:41]=[CH:40][C:39]([F:42])=[CH:38][CH:37]=1)=[O:34], predict the reaction product. The product is: [F:42][C:39]1[CH:40]=[CH:41][C:36]([O:35][C:33](=[O:34])[N:14]([C@H:13]2[C@H:9]([C:4]3[CH:5]=[CH:6][C:7]([Cl:8])=[C:2]([Cl:1])[CH:3]=3)[CH2:10][N:11]([C:18]([CH:20]3[CH2:25][CH2:24][N:23]([C:26]([C:28]4([CH3:31])[CH2:30][CH2:29]4)=[O:27])[CH2:22][CH2:21]3)=[O:19])[CH2:12]2)[CH:15]([CH3:16])[CH3:17])=[CH:37][CH:38]=1. (2) Given the reactants [CH:1]([C:3]1[CH:4]=[N:5][C:6]2[C:11]([CH:12]=1)=[CH:10][CH:9]=[C:8]([NH:13][C:14](=[O:23])[O:15][CH2:16][C:17]1[CH:22]=[CH:21][CH:20]=[CH:19][CH:18]=1)[CH:7]=2)=[O:2].P([O-])(O)(O)=[O:25].[K+].Cl([O-])=O.[Na+].S([O-])(O)=O.[Na+].Cl, predict the reaction product. The product is: [CH2:16]([O:15][C:14]([NH:13][C:8]1[CH:7]=[C:6]2[C:11]([CH:12]=[C:3]([C:1]([OH:25])=[O:2])[CH:4]=[N:5]2)=[CH:10][CH:9]=1)=[O:23])[C:17]1[CH:22]=[CH:21][CH:20]=[CH:19][CH:18]=1. (3) Given the reactants C1(C[N:8]2[CH2:13][CH2:12][CH:11]([C:14]3[CH:19]=[CH:18][C:17]([NH:20][C:21]([C:23]4[C:24]([C:29]5[CH:34]=[CH:33][CH:32]=[CH:31][CH:30]=5)=[CH:25][CH:26]=[CH:27][CH:28]=4)=[O:22])=[CH:16][CH:15]=3)[CH2:10][CH2:9]2)C=CC=CC=1.[H][H], predict the reaction product. The product is: [NH:8]1[CH2:13][CH2:12][CH:11]([C:14]2[CH:15]=[CH:16][C:17]([NH:20][C:21]([C:23]3[C:24]([C:29]4[CH:34]=[CH:33][CH:32]=[CH:31][CH:30]=4)=[CH:25][CH:26]=[CH:27][CH:28]=3)=[O:22])=[CH:18][CH:19]=2)[CH2:10][CH2:9]1. (4) The product is: [CH:22](=[C:29]1[CH2:34][CH2:33][N:32]([C:10]([C:8]2[NH:7][C:6]3[CH:13]=[C:2]([OH:1])[CH:3]=[CH:4][C:5]=3[N:9]=2)=[O:12])[CH2:31][CH2:30]1)[C:23]1[CH:28]=[CH:27][CH:26]=[CH:25][CH:24]=1. Given the reactants [OH:1][C:2]1[CH:3]=[CH:4][C:5]2[N:9]=[C:8]([C:10]([OH:12])=O)[NH:7][C:6]=2[CH:13]=1.C(N(CC)CC)C.Cl.[CH:22](=[C:29]1[CH2:34][CH2:33][NH:32][CH2:31][CH2:30]1)[C:23]1[CH:28]=[CH:27][CH:26]=[CH:25][CH:24]=1.CN(C(ON1N=NC2C=CC=CC1=2)=[N+](C)C)C.F[P-](F)(F)(F)(F)F, predict the reaction product. (5) Given the reactants Br[C:2]1[CH:3]=[C:4]2[C:8]3=[C:9]([CH2:11][CH2:12][N:7]3[C@H:6]3[CH2:13][CH2:14][N:15]([C:17]([O:19][C:20]([CH3:23])([CH3:22])[CH3:21])=[O:18])[CH2:16][C@@H:5]23)[CH:10]=1.[Cl:24][C:25]1[CH:26]=[C:27](B(O)O)[CH:28]=[C:29]([Cl:31])[CH:30]=1, predict the reaction product. The product is: [Cl:24][C:25]1[CH:26]=[C:27]([C:2]2[CH:3]=[C:4]3[C:8]4=[C:9]([CH2:11][CH2:12][N:7]4[C@H:6]4[CH2:13][CH2:14][N:15]([C:17]([O:19][C:20]([CH3:23])([CH3:22])[CH3:21])=[O:18])[CH2:16][C@@H:5]34)[CH:10]=2)[CH:28]=[C:29]([Cl:31])[CH:30]=1.